Dataset: Forward reaction prediction with 1.9M reactions from USPTO patents (1976-2016). Task: Predict the product of the given reaction. (1) Given the reactants C([O-])=O.[NH4+].[NH2:5][C:6]([NH:8][C:9]1[C:10]([C:22]([NH2:24])=[O:23])=[N:11][N:12]([C:14]2[CH:19]=[CH:18][C:17](I)=[C:16]([CH3:21])[CH:15]=2)[CH:13]=1)=[O:7], predict the reaction product. The product is: [C:16]1([CH3:21])[CH:17]=[CH:18][CH:19]=[C:14]([N:12]2[CH:13]=[C:9]([NH:8][C:6]([NH2:5])=[O:7])[C:10]([C:22]([NH2:24])=[O:23])=[N:11]2)[CH:15]=1. (2) Given the reactants [CH3:1][N:2]([CH3:35])[C:3]([C:5]1[O:6][C:7]2[CH:14]=[CH:13][C:12]([C:15]([C:20]3[CH:25]=[CH:24][C:23]([O:26][CH2:27][C:28](=[O:33])[C:29]([CH3:32])([CH3:31])[CH3:30])=[C:22]([CH3:34])[CH:21]=3)([CH2:18][CH3:19])[CH2:16][CH3:17])=[CH:11][C:8]=2[C:9]=1[CH3:10])=[O:4].[BH4-].[Na+], predict the reaction product. The product is: [CH3:35][N:2]([CH3:1])[C:3]([C:5]1[O:6][C:7]2[CH:14]=[CH:13][C:12]([C:15]([CH2:16][CH3:17])([C:20]3[CH:25]=[CH:24][C:23]([O:26][CH2:27][CH:28]([OH:33])[C:29]([CH3:31])([CH3:32])[CH3:30])=[C:22]([CH3:34])[CH:21]=3)[CH2:18][CH3:19])=[CH:11][C:8]=2[C:9]=1[CH3:10])=[O:4].